This data is from CYP3A4 inhibition data for predicting drug metabolism from PubChem BioAssay. The task is: Regression/Classification. Given a drug SMILES string, predict its absorption, distribution, metabolism, or excretion properties. Task type varies by dataset: regression for continuous measurements (e.g., permeability, clearance, half-life) or binary classification for categorical outcomes (e.g., BBB penetration, CYP inhibition). Dataset: cyp3a4_veith. (1) The drug is O=C(CS(=O)(=O)c1cccc(Cl)c1)Nc1ccccc1Cl. The result is 1 (inhibitor). (2) The compound is CC(C)(C)c1ccc(O)c(CN(Cc2c(O)ccc3ccccc23)C2CCCCC2)c1. The result is 0 (non-inhibitor). (3) The result is 0 (non-inhibitor). The drug is CC(=O)N1CCC2(CCN(Cc3cc(C(F)(F)F)cc(C(F)(F)F)c3)CC2)CC1. (4) The compound is N[C@]1(C(=O)O)CCc2cc(P(=O)(O)O)ccc21. The result is 0 (non-inhibitor).